From a dataset of Full USPTO retrosynthesis dataset with 1.9M reactions from patents (1976-2016). Predict the reactants needed to synthesize the given product. (1) Given the product [Cl:9][C:10]1[CH:18]=[C:17]([NH:19][C@H:20]2[CH2:25][CH2:24][CH2:23][CH:22]([F:26])[CH2:21]2)[C:13]([C:14]([NH:1][CH2:2][CH:3]([F:8])[C:4]([OH:6])([CH3:7])[CH3:5])=[O:15])=[CH:12][N:11]=1, predict the reactants needed to synthesize it. The reactants are: [NH2:1][CH2:2][C@@H:3]([F:8])[C:4]([CH3:7])([OH:6])[CH3:5].[Cl:9][C:10]1[CH:18]=[C:17]([NH:19][C@H:20]2[CH2:25][CH2:24][CH2:23][CH:22]([F:26])[CH2:21]2)[C:13]([C:14](O)=[O:15])=[CH:12][N:11]=1. (2) Given the product [C:23]([C:25]([NH:28][C:29]([CH:30]([NH:35][C:7](=[O:9])[C:6]1[CH:5]=[CH:4][C:3]([CH2:2][Br:1])=[CH:11][CH:10]=1)[CH2:31][CH:32]([CH3:33])[CH3:34])=[O:36])([CH3:27])[CH3:26])#[N:24], predict the reactants needed to synthesize it. The reactants are: [Br:1][CH2:2][C:3]1[CH:11]=[CH:10][C:6]([C:7]([OH:9])=O)=[CH:5][CH:4]=1.C1C=CC2N(O)N=NC=2C=1.Cl.[C:23]([C:25]([NH:28][C:29](=[O:36])[CH:30]([NH2:35])[CH2:31][CH:32]([CH3:34])[CH3:33])([CH3:27])[CH3:26])#[N:24]. (3) Given the product [CH3:12][O:10][C:9](=[O:11])[CH2:8][C:4]1[CH:5]=[CH:6][CH:7]=[C:2]([Br:1])[CH:3]=1, predict the reactants needed to synthesize it. The reactants are: [Br:1][C:2]1[CH:3]=[C:4]([CH2:8][C:9]([OH:11])=[O:10])[CH:5]=[CH:6][CH:7]=1.[CH:12]1(N=C=NC2CCCCC2)CCCCC1.CO.